Dataset: Reaction yield outcomes from USPTO patents with 853,638 reactions. Task: Predict the reaction yield, written as a fraction of the theoretical maximum amount of product (1.0 means a 100% yield; for example, 0.34 means a 34% yield). (1) The reactants are COC1C=CC([C:9]2(C)[CH:14]=[CH:13][C:12]([N:15]3[CH:19]=[CH:18][C:17]([CH2:20][CH:21]([C:24]4[CH:25]=[C:26]([CH3:30])[CH:27]=[CH:28][CH:29]=4)[C:22]#[N:23])=[N:16]3)=[CH:11][CH2:10]2)=CC=1.[N-:32]=[N+:33]=[N-:34].[Na+].[Cl-].[NH4+].CN([CH:41]=[O:42])C. The catalyst is O. The product is [CH3:41][O:42][C:9]1[CH:10]=[CH:11][C:12]([N:15]2[C:19]([C:27]3[CH:26]=[CH:25][C:24]([CH3:21])=[CH:29][CH:28]=3)=[CH:18][C:17]([CH2:20][CH:21]([C:22]3[NH:23][N:34]=[N:33][N:32]=3)[C:24]3[CH:25]=[C:26]([CH3:30])[CH:27]=[CH:28][CH:29]=3)=[N:16]2)=[CH:13][CH:14]=1. The yield is 0.200. (2) The reactants are C[O:2][C:3](=[O:27])[C:4]1[CH:9]=[C:8]([O:10][CH3:11])[C:7]([NH:12][C:13]([NH:15][C:16]2[CH:21]=[N:20][C:19]([CH3:22])=[CH:18][N:17]=2)=[O:14])=[CH:6][C:5]=1[C:23]([F:26])([F:25])[F:24].CO.O.[OH-].[Li+]. The catalyst is O. The product is [CH3:11][O:10][C:8]1[C:7]([NH:12][C:13]([NH:15][C:16]2[CH:21]=[N:20][C:19]([CH3:22])=[CH:18][N:17]=2)=[O:14])=[CH:6][C:5]([C:23]([F:26])([F:24])[F:25])=[C:4]([CH:9]=1)[C:3]([OH:27])=[O:2]. The yield is 0.610. (3) The reactants are Br[C:2]1[S:3][CH:4]=[C:5]([C:7]([O:9][CH2:10][CH3:11])=[O:8])[N:6]=1.[Cl:12][C:13]1[CH:14]=[C:15](B2OC(C)(C)C(C)(C)O2)[CH:16]=[C:17]([Cl:21])[C:18]=1[O:19][CH3:20]. The catalyst is C(COC)OC.[F-].[Cs+].C1C=CC(P(C2C=CC=CC=2)[C-]2C=CC=C2)=CC=1.C1C=CC(P(C2C=CC=CC=2)[C-]2C=CC=C2)=CC=1.Cl[Pd]Cl.[Fe+2]. The product is [Cl:12][C:13]1[CH:14]=[C:15]([C:2]2[S:3][CH:4]=[C:5]([C:7]([O:9][CH2:10][CH3:11])=[O:8])[N:6]=2)[CH:16]=[C:17]([Cl:21])[C:18]=1[O:19][CH3:20]. The yield is 0.900. (4) The yield is 0.450. The reactants are Br[C:2]1[C:10]2[C:9]([S:11][CH2:12][C:13]([O:15][CH3:16])=[O:14])=[N:8][CH:7]=[N:6][C:5]=2[S:4][C:3]=1[CH3:17].[CH:18]1(B(O)O)[CH2:20][CH2:19]1.[O-]P([O-])([O-])=O.[K+].[K+].[K+].O. The catalyst is C1(C)C=CC=CC=1.C(O[Pd]OC(=O)C)(=O)C. The product is [CH:18]1([C:2]2[C:10]3[C:9]([S:11][CH2:12][C:13]([O:15][CH3:16])=[O:14])=[N:8][CH:7]=[N:6][C:5]=3[S:4][C:3]=2[CH3:17])[CH2:20][CH2:19]1. (5) The reactants are Cl[CH2:2][CH2:3][CH2:4][CH2:5][N:6]1[C:10]2[CH:11]=[CH:12][CH:13]=[CH:14][C:9]=2[N:8]=[CH:7]1.[C:15]1([N:25]2[CH2:30][CH2:29][NH:28][CH2:27][CH2:26]2)[C:24]2[C:19](=[CH:20][CH:21]=[CH:22][CH:23]=2)[CH:18]=[CH:17][CH:16]=1.C(N(C(C)C)CC)(C)C.[I-].[K+]. The catalyst is C(#N)C. The product is [C:15]1([N:25]2[CH2:30][CH2:29][N:28]([CH2:2][CH2:3][CH2:4][CH2:5][N:6]3[C:10]4[CH:11]=[CH:12][CH:13]=[CH:14][C:9]=4[N:8]=[CH:7]3)[CH2:27][CH2:26]2)[C:24]2[C:19](=[CH:20][CH:21]=[CH:22][CH:23]=2)[CH:18]=[CH:17][CH:16]=1. The yield is 0.591. (6) The reactants are C([Cl:4])(=O)C.CS[C:7]1[CH:31]=[CH:30][C:10]([CH2:11][C:12]2[N:16]=[C:15]([CH:17]3[CH2:22][CH2:21][N:20](C(OC(C)(C)C)=O)[CH2:19][CH2:18]3)[O:14][N:13]=2)=[CH:9][CH:8]=1. The catalyst is CO. The product is [ClH:4].[CH2:11]([C:12]1[N:16]=[C:15]([CH:17]2[CH2:22][CH2:21][NH:20][CH2:19][CH2:18]2)[O:14][N:13]=1)[C:10]1[CH:9]=[CH:8][CH:7]=[CH:31][CH:30]=1. The yield is 1.00. (7) The reactants are [O:1]=[C:2]1[C:10]2[C:5](=[CH:6][CH:7]=[CH:8][CH:9]=2)[C:4](=[O:11])[N:3]1[CH2:12][CH2:13][CH2:14][C:15]1[CH:16]=[C:17]([CH:20]=[CH:21][CH:22]=1)[CH:18]=O.[Br-].[C:24]1([C:50]2[CH:55]=[CH:54][CH:53]=[CH:52][CH:51]=2)[CH:29]=[CH:28][CH:27]=[CH:26][C:25]=1[CH2:30][P+](C1C=CC=CC=1)(C1C=CC=CC=1)C1C=CC=CC=1. No catalyst specified. The product is [C:24]1([C:50]2[CH:51]=[CH:52][CH:53]=[CH:54][CH:55]=2)[CH:29]=[CH:28][CH:27]=[CH:26][C:25]=1/[CH:30]=[CH:18]/[C:17]1[CH:16]=[C:15]([CH2:14][CH2:13][CH2:12][N:3]2[C:4](=[O:11])[C:5]3[C:10](=[CH:9][CH:8]=[CH:7][CH:6]=3)[C:2]2=[O:1])[CH:22]=[CH:21][CH:20]=1. The yield is 0.130.